Dataset: Peptide-MHC class I binding affinity with 185,985 pairs from IEDB/IMGT. Task: Regression. Given a peptide amino acid sequence and an MHC pseudo amino acid sequence, predict their binding affinity value. This is MHC class I binding data. (1) The peptide sequence is NIVTSLAIK. The MHC is HLA-A03:01 with pseudo-sequence HLA-A03:01. The binding affinity (normalized) is 0.121. (2) The peptide sequence is DVAASSLLY. The MHC is HLA-A02:01 with pseudo-sequence HLA-A02:01. The binding affinity (normalized) is 0. (3) The MHC is HLA-A26:01 with pseudo-sequence HLA-A26:01. The peptide sequence is FSLPFPFLYKFLL. The binding affinity (normalized) is 0. (4) The peptide sequence is AMPKTIYEL. The MHC is HLA-B27:03 with pseudo-sequence HLA-B27:03. The binding affinity (normalized) is 0.0847. (5) The peptide sequence is FIQWTGGNI. The MHC is HLA-A68:02 with pseudo-sequence HLA-A68:02. The binding affinity (normalized) is 0.437. (6) The peptide sequence is YTVQGAGLM. The MHC is HLA-C08:02 with pseudo-sequence HLA-C08:02. The binding affinity (normalized) is 0.0847. (7) The peptide sequence is ATRLENIMWK. The MHC is HLA-A11:01 with pseudo-sequence HLA-A11:01. The binding affinity (normalized) is 0.829. (8) The peptide sequence is KDPIEGEETYY. The MHC is Mamu-B01 with pseudo-sequence Mamu-B01. The binding affinity (normalized) is 0. (9) The peptide sequence is VQTAAAVVF. The MHC is HLA-B08:01 with pseudo-sequence HLA-B08:01. The binding affinity (normalized) is 0.213.